Dataset: Reaction yield outcomes from USPTO patents with 853,638 reactions. Task: Predict the reaction yield, written as a fraction of the theoretical maximum amount of product (1.0 means a 100% yield; for example, 0.34 means a 34% yield). (1) The product is [C:19]([NH:27][C:28]([NH:16][C:7]1[C:8]([C:11]([O:13][CH2:14][CH3:15])=[O:12])=[N:9][O:10][C:6]=1[CH:1]1[CH2:5][CH2:4][CH2:3][CH2:2]1)=[O:29])(=[O:26])[C:20]1[CH:25]=[CH:24][CH:23]=[CH:22][CH:21]=1. The yield is 0.850. The catalyst is C1COCC1. The reactants are [CH:1]1([C:6]2[O:10][N:9]=[C:8]([C:11]([O:13][CH2:14][CH3:15])=[O:12])[C:7]=2[N+:16]([O-])=O)[CH2:5][CH2:4][CH2:3][CH2:2]1.[C:19]([N:27]=[C:28]=[O:29])(=[O:26])[C:20]1[CH:25]=[CH:24][CH:23]=[CH:22][CH:21]=1. (2) The reactants are [CH3:1][O:2][C:3](=[O:12])[C:4]1[CH:9]=[CH:8][C:7]([OH:10])=[C:6]([F:11])[CH:5]=1.[C:13]1(P(C2C=CC=CC=2)C2C=CC=CC=2)C=CC=C[CH:14]=1.[CH:43]([O:42][C:40]([N:39]=[N:39][C:40]([O:42][CH:43]([CH3:45])[CH3:44])=[O:41])=[O:41])([CH3:45])[CH3:44].[C:46]1(C)C=CC=CC=1. No catalyst specified. The product is [CH3:46][C:43]([CH3:44])([O:42][C:40]([NH:39][CH2:13][CH2:14][O:10][C:7]1[CH:8]=[CH:9][C:4]([C:3]([O:2][CH3:1])=[O:12])=[CH:5][C:6]=1[F:11])=[O:41])[CH3:45]. The yield is 0.930. (3) The reactants are Br[CH2:2][CH2:3][O:4][CH2:5][CH2:6][O:7][CH3:8].[OH:9][C:10]1[CH:18]=[CH:17][CH:16]=[C:15]2[C:11]=1[C:12](=[O:29])[N:13]([CH2:20][C:21]1[CH:26]=[CH:25][C:24]([O:27][CH3:28])=[CH:23][CH:22]=1)[C:14]2=[O:19].C(=O)([O-])[O-].[K+].[K+].[I-].[K+]. The catalyst is CN(C=O)C. The product is [CH3:28][O:27][C:24]1[CH:25]=[CH:26][C:21]([CH2:20][N:13]2[C:12](=[O:29])[C:11]3[C:15](=[CH:16][CH:17]=[CH:18][C:10]=3[O:9][CH2:2][CH2:3][O:4][CH2:5][CH2:6][O:7][CH3:8])[C:14]2=[O:19])=[CH:22][CH:23]=1. The yield is 0.730. (4) The reactants are N[C:2]1[CH:3]=[C:4]([NH:12][C:13]([C:15]2[C:24](=[O:25])[C:23]3[C:18](=[CH:19][CH:20]=[CH:21][CH:22]=3)[NH:17][CH:16]=2)=[O:14])[CH:5]=[CH:6][C:7]=1[C:8]([CH3:11])([CH3:10])[CH3:9].[C:26](O)(=O)C.C=O.[C:32]([BH3-])#[N:33].[Na+]. The catalyst is C(Cl)Cl.CO.CCOCC. The product is [CH3:26][N:33]([CH3:32])[C:2]1[CH:3]=[C:4]([NH:12][C:13]([C:15]2[C:24](=[O:25])[C:23]3[C:18](=[CH:19][CH:20]=[CH:21][CH:22]=3)[NH:17][CH:16]=2)=[O:14])[CH:5]=[CH:6][C:7]=1[C:8]([CH3:11])([CH3:10])[CH3:9]. The yield is 0.170. (5) The reactants are O.O.O.O.O.O.O.[Cl-].[Ce+3].[Cl-].[Cl-].[C:12]([O:15][CH2:16][C@@H:17]1[C@@H:22]([O:23][C:24](=[O:26])[CH3:25])[C@H:21]([O:27][C:28](=[O:30])[CH3:29])[C@@H:20]([O:31][C:32](=[O:34])[CH3:33])[C@H:19]([N:35]2[C:43]3[C:38](=[C:39]([CH3:44])[CH:40]=[CH:41][CH:42]=3)[C:37]([C:45](=[O:60])[C:46]3[CH:51]=[CH:50][C:49]([O:52][CH2:53][C:54]4[CH:59]=[CH:58][CH:57]=[CH:56][CH:55]=4)=[CH:48][CH:47]=3)=[CH:36]2)[O:18]1)(=[O:14])[CH3:13].[BH4-].[Na+].Cl. The catalyst is C(O)C.O.CC(OC)(C)C.O1CCCC1. The product is [C:12]([O:15][CH2:16][C@@H:17]1[C@@H:22]([O:23][C:24](=[O:26])[CH3:25])[C@H:21]([O:27][C:28](=[O:30])[CH3:29])[C@@H:20]([O:31][C:32](=[O:34])[CH3:33])[C@H:19]([N:35]2[C:43]3[C:38](=[C:39]([CH3:44])[CH:40]=[CH:41][CH:42]=3)[C:37]([CH:45]([C:46]3[CH:47]=[CH:48][C:49]([O:52][CH2:53][C:54]4[CH:59]=[CH:58][CH:57]=[CH:56][CH:55]=4)=[CH:50][CH:51]=3)[OH:60])=[CH:36]2)[O:18]1)(=[O:14])[CH3:13]. The yield is 1.00. (6) The reactants are [Cl:1][C:2]1[CH:3]=[N:4][N:5]([CH3:16])[C:6]=1[C:7]1[CH:8]=[C:9]([C:13]([OH:15])=O)[S:10][C:11]=1[CH3:12].[NH2:17][C@@H:18]([CH2:31][C:32]1[CH:37]=[CH:36][CH:35]=[C:34]([C:38]([F:41])([F:40])[F:39])[CH:33]=1)[CH2:19][N:20]1[C:28](=[O:29])[C:27]2[C:22](=[CH:23][CH:24]=[CH:25][CH:26]=2)[C:21]1=[O:30].CC(OC(N[C@H](C(O)=O)CC1C=CC=CC=1C(F)(F)F)=O)(C)C.C1CN([P+](Br)(N2CCCC2)N2CCCC2)CC1.F[P-](F)(F)(F)(F)F.CCN(C(C)C)C(C)C. The catalyst is C(Cl)(Cl)Cl. The product is [Cl:1][C:2]1[CH:3]=[N:4][N:5]([CH3:16])[C:6]=1[C:7]1[CH:8]=[C:9]([C:13]([NH:17][C@@H:18]([CH2:31][C:32]2[CH:37]=[CH:36][CH:35]=[C:34]([C:38]([F:41])([F:39])[F:40])[CH:33]=2)[CH2:19][N:20]2[C:21](=[O:30])[C:22]3[C:27](=[CH:26][CH:25]=[CH:24][CH:23]=3)[C:28]2=[O:29])=[O:15])[S:10][C:11]=1[CH3:12]. The yield is 0.710. (7) The reactants are Cl[C:2]1[CH:3]=[C:4]([C:10]([NH:12][C@H:13]([C:18]2[CH:23]=[CH:22][CH:21]=[CH:20][C:19]=2[Cl:24])[CH2:14][C:15]([OH:17])=[O:16])=[O:11])[CH:5]=[N:6][C:7]=1[O:8][CH3:9].O. The catalyst is CN(C=O)C.C1(B(O)O)C=CC=CC=1.C([O-])([O-])=O.[Na+].[Na+]. The product is [Cl:24][C:19]1[CH:20]=[CH:21][CH:22]=[CH:23][C:18]=1[C@@H:13]([NH:12][C:10]([C:4]1[CH:5]=[N:6][C:7]([O:8][CH3:9])=[C:2]([C:18]2[CH:23]=[CH:22][CH:21]=[CH:20][CH:19]=2)[CH:3]=1)=[O:11])[CH2:14][C:15]([OH:17])=[O:16]. The yield is 0.290. (8) The reactants are CN(C=[O:5])C.[CH2:6]([O:13][C:14]1[C:22]([O:23][CH3:24])=[CH:21][C:17]([C:18]([OH:20])=O)=[C:16]([N+:25]([O-:27])=[O:26])[CH:15]=1)[C:7]1[CH:12]=[CH:11][CH:10]=[CH:9][CH:8]=1.C(Cl)(=O)C(Cl)=O.Cl.[NH:35]1[CH2:40][CH2:39][CH2:38][CH2:37][C@H:36]1[C:41]([O:43][CH3:44])=[O:42]. The catalyst is C(Cl)Cl.CCN(CC)CC. The product is [C:6]([O:13][C:14]1[C:22]([O:23][CH3:24])=[CH:21][C:17]([C:18]([N:35]2[CH2:40][CH2:39][CH2:38][CH2:37][C@@H:36]2[C:41]([O:43][CH3:44])=[O:42])=[O:20])=[C:16]([N+:25]([O-:27])=[O:26])[CH:15]=1)(=[O:5])[C:7]1[CH:8]=[CH:9][CH:10]=[CH:11][CH:12]=1. The yield is 0.731. (9) The reactants are [CH3:1][N:2](/[CH:4]=C/C(C1C=NC=CN=1)=O)[CH3:3].N1C=CN=CC=1C(=O)C.[C:23]([N:30]([C:40]([O:42][C:43]([CH3:46])([CH3:45])[CH3:44])=[O:41])[C:31]1[S:32][C:33]([C:37](=[O:39])[CH3:38])=[C:34]([CH3:36])[N:35]=1)([O:25][C:26]([CH3:29])([CH3:28])[CH3:27])=[O:24]. No catalyst specified. The product is [C:40]([N:30]([C:23]([O:25][C:26]([CH3:29])([CH3:28])[CH3:27])=[O:24])[C:31]1[S:32][C:33]([C:37](=[O:39])/[CH:38]=[CH:1]/[N:2]([CH3:4])[CH3:3])=[C:34]([CH3:36])[N:35]=1)([O:42][C:43]([CH3:46])([CH3:45])[CH3:44])=[O:41]. The yield is 0.160.